This data is from Reaction yield outcomes from USPTO patents with 853,638 reactions. The task is: Predict the reaction yield, written as a fraction of the theoretical maximum amount of product (1.0 means a 100% yield; for example, 0.34 means a 34% yield). (1) The reactants are [NH2:1][C:2]([C:4]1[CH:5]=[C:6]([C:27]2[CH:32]=[CH:31][CH:30]=[CH:29][CH:28]=2)[CH:7]=[C:8]2[C:12]=1[NH:11][CH:10]=[C:9]2[CH2:13][CH:14]1[CH2:19][CH2:18][CH2:17][N:16](C(OC(C)(C)C)=O)[CH2:15]1)=[O:3].Cl.[CH2:34]([S:36](Cl)(=[O:38])=[O:37])[CH3:35].CCN(CC)CC. The catalyst is CN(C1C=CN=CC=1)C. The product is [CH2:34]([S:36]([N:16]1[CH2:17][CH2:18][CH2:19][CH:14]([CH2:13][C:9]2[C:8]3[C:12](=[C:4]([C:2]([NH2:1])=[O:3])[CH:5]=[C:6]([C:27]4[CH:32]=[CH:31][CH:30]=[CH:29][CH:28]=4)[CH:7]=3)[NH:11][CH:10]=2)[CH2:15]1)(=[O:38])=[O:37])[CH3:35]. The yield is 0.390. (2) The reactants are Br[C:2]1[CH:3]=[C:4]2[C:8](=[CH:9][CH:10]=1)[N:7]([CH3:11])[N:6]=[C:5]2[CH:12]1[CH2:15][CH2:14][CH2:13]1.C(OC([N:23]1[CH2:28][CH2:27][NH:26][CH2:25][C@@H:24]1[CH2:29][C:30]1[CH:35]=[CH:34][CH:33]=[CH:32][CH:31]=1)=O)(C)(C)C. No catalyst specified. The product is [CH2:29]([C@@H:24]1[NH:23][CH2:28][CH2:27][N:26]([C:2]2[CH:3]=[C:4]3[C:8](=[CH:9][CH:10]=2)[N:7]([CH3:11])[N:6]=[C:5]3[CH:12]2[CH2:15][CH2:14][CH2:13]2)[CH2:25]1)[C:30]1[CH:31]=[CH:32][CH:33]=[CH:34][CH:35]=1. The yield is 0.990. (3) The reactants are [CH3:1][C:2]1[C:6]2[C:7](=[O:19])[N:8]([CH2:11][CH2:12][N:13]3[CH2:18][CH2:17][O:16][CH2:15][CH2:14]3)[CH2:9][CH2:10][C:5]=2[NH:4][C:3]=1[CH:20]=O.[F:22][C:23]1[CH:24]=[C:25]2[C:29](=[C:30]([NH2:32])[CH:31]=1)[NH:28][C:27](=[O:33])[CH2:26]2. No catalyst specified. The product is [NH2:32][C:30]1[CH:31]=[C:23]([F:22])[CH:24]=[C:25]2[C:29]=1[NH:28][C:27](=[O:33])[C:26]2=[CH:20][C:3]1[NH:4][C:5]2[CH2:10][CH2:9][N:8]([CH2:11][CH2:12][N:13]3[CH2:14][CH2:15][O:16][CH2:17][CH2:18]3)[C:7](=[O:19])[C:6]=2[C:2]=1[CH3:1]. The yield is 0.438.